Dataset: hERG Central: cardiac toxicity at 1µM, 10µM, and general inhibition. Task: Predict hERG channel inhibition at various concentrations. (1) Results: hERG_inhib (hERG inhibition (general)): blocker. The molecule is Cc1ccc(CN2CCN(Cc3nc4ccccc4nc3C)CC2CCO)cc1. (2) The drug is Cc1nc2cc(NC(=O)CS(=O)(=O)c3ccc(F)cc3)ccc2s1. Results: hERG_inhib (hERG inhibition (general)): blocker.